This data is from Full USPTO retrosynthesis dataset with 1.9M reactions from patents (1976-2016). The task is: Predict the reactants needed to synthesize the given product. (1) Given the product [CH3:26][O:25][C:22]1[N:23]=[CH:24][C:19]([N:17]2[C:7]([C:1]3[CH:6]=[CH:5][CH:4]=[CH:3][CH:2]=3)=[CH:8][C:9]([C:10]([O:12][CH2:13][CH3:14])=[O:11])=[N:18]2)=[CH:20][CH:21]=1, predict the reactants needed to synthesize it. The reactants are: [C:1]1([C:7](=O)[CH2:8][C:9](=O)[C:10]([O:12][CH2:13][CH3:14])=[O:11])[CH:6]=[CH:5][CH:4]=[CH:3][CH:2]=1.[NH:17]([C:19]1[CH:20]=[CH:21][C:22]([O:25][CH3:26])=[N:23][CH:24]=1)[NH2:18]. (2) Given the product [F:9][C:10]1[CH:15]=[CH:14][C:13]([N:16]([CH2:19][C:20]2[N:21]=[C:22]3[N:27]=[CH:26][CH:25]=[CH:24][N:23]3[CH:28]=2)[NH2:17])=[CH:12][CH:11]=1, predict the reactants needed to synthesize it. The reactants are: C(N(CC)CC)C.Cl.[F:9][C:10]1[CH:15]=[CH:14][C:13]([NH:16][NH2:17])=[CH:12][CH:11]=1.Cl[CH2:19][C:20]1[N:21]=[C:22]2[N:27]=[CH:26][CH:25]=[CH:24][N:23]2[CH:28]=1.